This data is from Reaction yield outcomes from USPTO patents with 853,638 reactions. The task is: Predict the reaction yield, written as a fraction of the theoretical maximum amount of product (1.0 means a 100% yield; for example, 0.34 means a 34% yield). (1) The reactants are O[CH2:2][CH2:3][NH:4][C:5]([C:7]1[NH:11][C:10]2[CH:12]=[CH:13][CH:14]=[CH:15][C:9]=2[N:8]=1)=[O:6].S(Cl)(Cl)=O. The catalyst is CN(C=O)C. The product is [C:5]1(=[O:6])[C:7]2=[N:11][C:10]3[CH:12]=[CH:13][CH:14]=[CH:15][C:9]=3[N:8]2[CH2:2][CH2:3][NH:4]1. The yield is 0.520. (2) The reactants are [CH3:1][NH:2][C:3]1[CH:4]=[CH:5][C:6]([O:17][CH3:18])=[C:7]([NH:9][C:10](=[O:16])[O:11][C:12]([CH3:15])([CH3:14])[CH3:13])[CH:8]=1.C(=O)([O-])[O-].[K+].[K+].Br[CH2:26][C:27](Cl)=[O:28].[CH3:30][NH:31][CH3:32].C(=O)(O)[O-].[Na+].C(OCC)(=O)C. The catalyst is O1CCCC1. The product is [CH3:30][N:31]([CH3:32])[CH2:26][C:27]([N:2]([CH3:1])[C:3]1[CH:4]=[CH:5][C:6]([O:17][CH3:18])=[C:7]([NH:9][C:10](=[O:16])[O:11][C:12]([CH3:14])([CH3:15])[CH3:13])[CH:8]=1)=[O:28]. The yield is 0.780. (3) The catalyst is C(O)C. The yield is 0.940. The product is [Br:1][C:2]1[CH:3]=[C:4]2[C:5](=[CH:10][CH:11]=1)[C:6](=[O:8])[N:17]([CH:14]1[CH2:16][CH2:15]1)[CH2:12]2. The reactants are [Br:1][C:2]1[CH:11]=[CH:10][C:5]([C:6]([O:8]C)=O)=[C:4]([CH2:12]Br)[CH:3]=1.[CH:14]1([NH2:17])[CH2:16][CH2:15]1.C(=O)([O-])[O-].[K+].[K+]. (4) The reactants are Cl.Cl.[F:3][C:4]1[CH:5]=[C:6]([C@@H:11]2[CH2:15][N:14]([CH2:16][CH2:17][O:18][CH3:19])[CH2:13][C@H:12]2[NH2:20])[CH:7]=[CH:8][C:9]=1[F:10].[NH2:21][C:22]1[N:26]([C:27]2[CH:32]=[CH:31][CH:30]=[CH:29][CH:28]=2)[N:25]=[CH:24][C:23]=1[C:33]([NH2:35])=[O:34].CCN(C(C)C)C(C)C.CN([CH:48]=[O:49])C. No catalyst specified. The product is [F:3][C:4]1[CH:5]=[C:6]([C@@H:11]2[CH2:15][N:14]([CH2:16][CH2:17][O:18][CH3:19])[CH2:13][C@H:12]2[NH:20][C:48](=[O:49])[NH:21][C:22]2[N:26]([C:27]3[CH:32]=[CH:31][CH:30]=[CH:29][CH:28]=3)[N:25]=[CH:24][C:23]=2[C:33]([NH2:35])=[O:34])[CH:7]=[CH:8][C:9]=1[F:10]. The yield is 0.780. (5) The reactants are [Cl:1][C:2]1[N:7]=[CH:6][C:5](C(O)=O)=[CH:4][N:3]=1.[C:11](Cl)(=[O:15])C(Cl)=O.[F:17][C:18]1[CH:24]=[CH:23][C:21]([NH2:22])=[CH:20][CH:19]=1. The catalyst is ClCCl.CN(C)C=O. The product is [F:17][C:18]1[CH:24]=[CH:23][C:21]([NH:22][C:11]([C:2]2([Cl:1])[N:3]=[CH:4][CH:5]=[CH:6][NH:7]2)=[O:15])=[CH:20][CH:19]=1. The yield is 0.680. (6) The reactants are Cl.[F:2][C:3]1[CH:4]=[C:5]([C:10]2[CH:19]=[CH:18][C:17]3[C:12](=[CH:13][CH:14]=[C:15]([O:20]C)[CH:16]=3)[C:11]=2[O:22][C:23]2[CH:37]=[CH:36][C:26]([O:27][CH2:28][CH2:29][N:30]3[CH2:35][CH2:34][CH2:33][CH2:32][CH2:31]3)=[CH:25][CH:24]=2)[CH:6]=[C:7]([F:9])[CH:8]=1.B(Br)(Br)Br.CO. The catalyst is ClCCl. The product is [F:9][C:7]1[CH:6]=[C:5]([C:10]2[C:11]([O:22][C:23]3[CH:24]=[CH:25][C:26]([O:27][CH2:28][CH2:29][N:30]4[CH2:31][CH2:32][CH2:33][CH2:34][CH2:35]4)=[CH:36][CH:37]=3)=[C:12]3[C:17](=[CH:18][CH:19]=2)[CH:16]=[C:15]([OH:20])[CH:14]=[CH:13]3)[CH:4]=[C:3]([F:2])[CH:8]=1. The yield is 0.960. (7) The reactants are Br[C:2]1[CH:7]=[CH:6][CH:5]=[CH:4][C:3]=1[N:8]1[C:12]([C:13]2[CH:14]=[N:15][C:16]([C:19]3[CH:24]=[CH:23][CH:22]=[CH:21][CH:20]=3)=[CH:17][CH:18]=2)=[N:11][N:10]=[C:9]1[N:25]([CH2:27][CH2:28][O:29][CH3:30])[CH3:26].[OH-].[Ca+2].[OH-].C(Cl)(Cl)Cl.[CH3:38][N:39]1CCCC1=O. The catalyst is [C-]#N.[Zn+2].[C-]#N. The product is [CH3:30][O:29][CH2:28][CH2:27][N:25]([C:9]1[N:8]([C:3]2[CH:4]=[CH:5][CH:6]=[CH:7][C:2]=2[C:38]#[N:39])[C:12]([C:13]2[CH:14]=[N:15][C:16]([C:19]3[CH:24]=[CH:23][CH:22]=[CH:21][CH:20]=3)=[CH:17][CH:18]=2)=[N:11][N:10]=1)[CH3:26]. The yield is 0.630. (8) The catalyst is C1COCC1. The product is [CH3:19][O:18][CH2:17][C@@H:14]1[CH2:13][CH2:12][C@H:11]([NH2:10])[CH2:16][CH2:15]1. The yield is 0.790. The reactants are [H-].[Na+].C(OC([NH:10][C@H:11]1[CH2:16][CH2:15][C@@H:14]([CH2:17][OH:18])[CH2:13][CH2:12]1)=O)(C)(C)C.[CH2:19]1OCCOCCOCCOCCOC1.CI. (9) The catalyst is COCCOC.O.CCOC(C)=O.C1C=CC([P]([Pd]([P](C2C=CC=CC=2)(C2C=CC=CC=2)C2C=CC=CC=2)([P](C2C=CC=CC=2)(C2C=CC=CC=2)C2C=CC=CC=2)[P](C2C=CC=CC=2)(C2C=CC=CC=2)C2C=CC=CC=2)(C2C=CC=CC=2)C2C=CC=CC=2)=CC=1. The reactants are FC(F)(F)S(O[C:7]1[CH:8]=[C:9]2[C:14](=[CH:15][CH:16]=1)[C:13]([C:17]([O:19][CH3:20])=[O:18])=[CH:12][CH:11]=[CH:10]2)(=O)=O.C([O-])([O-])=O.[Na+].[Na+].[Cl:29][C:30]1[CH:35]=[C:34]([O:36][Si](C(C)(C)C)(C)C)[CH:33]=[CH:32][C:31]=1B(O)O. The product is [Cl:29][C:30]1[CH:35]=[C:34]([OH:36])[CH:33]=[CH:32][C:31]=1[C:7]1[CH:8]=[C:9]2[C:14](=[CH:15][CH:16]=1)[C:13]([C:17]([O:19][CH3:20])=[O:18])=[CH:12][CH:11]=[CH:10]2. The yield is 0.820. (10) The reactants are [CH2:1]([OH:5])[CH:2](O)[CH3:3].S(=O)(=O)(O)O.[CH3:11][C:12]([C:14]1(C=O)[CH2:16][CH2:15]1)=[O:13].[Na].[C:20](=O)([O-])[OH:21].[Na+]. The catalyst is CO. The product is [CH:14]1([C:12](=[O:13])[CH2:11][CH:20]2[O:5][CH2:1][CH2:2][CH2:3][O:21]2)[CH2:15][CH2:16]1. The yield is 0.760.